From a dataset of Retrosynthesis with 50K atom-mapped reactions and 10 reaction types from USPTO. Predict the reactants needed to synthesize the given product. (1) Given the product CCc1c2c(c(O)c(=O)n1C)C(=O)N(Cc1ccc(F)c(Cl)c1)CC2, predict the reactants needed to synthesize it. The reactants are: CCc1c2c(c(OC)c(=O)n1C)C(=O)N(Cc1ccc(F)c(Cl)c1)CC2. (2) Given the product COc1cc(NCc2cc(Cl)cc(Cl)c2O)c(Cl)cc1C(=O)OC1CC2CCC1(C)C2(C)C, predict the reactants needed to synthesize it. The reactants are: COc1cc(N)c(Cl)cc1C(=O)OC1CC2CCC1(C)C2(C)C.O=Cc1cc(Cl)cc(Cl)c1O. (3) Given the product COC(=O)c1ccc(C(=O)OC(C)(C)C)c(Cl)c1, predict the reactants needed to synthesize it. The reactants are: C=C(C)C.COC(=O)c1ccc(C(=O)O)c(Cl)c1.